Task: Predict which catalyst facilitates the given reaction.. Dataset: Catalyst prediction with 721,799 reactions and 888 catalyst types from USPTO (1) Reactant: [CH3:1][O:2][C:3]([C:5]1[CH:6]=[C:7]([NH:14][NH2:15])[CH:8]=[CH:9][C:10]=1[N+:11]([O-:13])=[O:12])=[O:4].[C:16]([CH2:19][C:20](=O)[CH3:21])(=O)[CH3:17].C(N(CC)CC)C. Product: [N+:11]([C:10]1[CH:9]=[CH:8][C:7]([N:14]2[C:20]([CH3:21])=[CH:19][C:16]([CH3:17])=[N:15]2)=[CH:6][C:5]=1[C:3]([O:2][CH3:1])=[O:4])([O-:13])=[O:12]. The catalyst class is: 5. (2) Reactant: [CH2:1]([C:5]1[CH:10]=[CH:9][C:8]([NH:11][C:12](=O)[CH:13]([CH3:15])[CH3:14])=[C:7](C)[CH:6]=1)[CH2:2][CH2:3][CH3:4].B. Product: [CH2:1]([C:5]1[CH:6]=[CH:7][C:8]([NH:11][CH2:12][CH:13]([CH3:14])[CH3:15])=[CH:9][CH:10]=1)[CH2:2][CH2:3][CH3:4]. The catalyst class is: 7. (3) Reactant: [Cl:1][C:2]1[CH:3]=[C:4]([CH:8]=[CH:9][CH:10]=1)[C:5](=[NH:7])[NH2:6].[CH:11]1([C:14](=O)[CH2:15][C:16](OCC)=[O:17])[CH2:13][CH2:12]1.C[O-].[Na+].CO. Product: [Cl:1][C:2]1[CH:3]=[C:4]([C:5]2[NH:6][C:16](=[O:17])[CH:15]=[C:14]([CH:11]3[CH2:13][CH2:12]3)[N:7]=2)[CH:8]=[CH:9][CH:10]=1. The catalyst class is: 8. (4) Reactant: [CH:1]1([S:4]([C:7]2[CH:12]=[CH:11][C:10]([CH:13]([C:21]3[NH:22][C:23]([C:29]4[S:30][CH:31]=[CH:32][N:33]=4)=[CH:24][C:25]=3[C:26]([NH2:28])=O)[CH2:14][CH:15]3[CH2:20][CH2:19][O:18][CH2:17][CH2:16]3)=[CH:9][CH:8]=2)(=[O:6])=[O:5])[CH2:3][CH2:2]1.[Cl-].O. Product: [CH:1]1([S:4]([C:7]2[CH:12]=[CH:11][C:10]([CH:13]([C:21]3[NH:22][C:23]([C:29]4[S:30][CH:31]=[CH:32][N:33]=4)=[CH:24][C:25]=3[C:26]#[N:28])[CH2:14][CH:15]3[CH2:16][CH2:17][O:18][CH2:19][CH2:20]3)=[CH:9][CH:8]=2)(=[O:5])=[O:6])[CH2:2][CH2:3]1. The catalyst class is: 9. (5) Reactant: [CH:1]([O:4][C:5]([N:7]1[CH2:12][CH2:11][CH:10]([CH:13]2[CH2:17][C:16]3[CH:18]=[C:19](B4OC(C)(C)C(C)(C)O4)[CH:20]=[CH:21][C:15]=3[O:14]2)[CH2:9][CH2:8]1)=[O:6])([CH3:3])[CH3:2].Cl[C:32]1[N:37]=[N:36][C:35]([NH:38][C:39](=[O:41])[CH3:40])=[CH:34][CH:33]=1.C([O-])([O-])=O.[Na+].[Na+]. Product: [CH:1]([O:4][C:5]([N:7]1[CH2:12][CH2:11][CH:10]([CH:13]2[CH2:17][C:16]3[CH:18]=[C:19]([C:32]4[N:37]=[N:36][C:35]([NH:38][C:39](=[O:41])[CH3:40])=[CH:34][CH:33]=4)[CH:20]=[CH:21][C:15]=3[O:14]2)[CH2:9][CH2:8]1)=[O:6])([CH3:2])[CH3:3]. The catalyst class is: 12. (6) Reactant: [CH3:1][O:2][C:3](=[O:21])[C@@H:4]([NH:9][C:10](=[O:20])[C:11]1[CH:16]=[CH:15][C:14]([O:17][CH3:18])=[CH:13][C:12]=1[NH2:19])[CH2:5][CH2:6][CH2:7][CH3:8].Cl[C:23](OC(Cl)(Cl)Cl)=[O:24]. Product: [CH3:1][O:2][C:3](=[O:21])[C@@H:4]([N:9]1[C:10](=[O:20])[C:11]2[C:12](=[CH:13][C:14]([O:17][CH3:18])=[CH:15][CH:16]=2)[NH:19][C:23]1=[O:24])[CH2:5][CH2:6][CH2:7][CH3:8]. The catalyst class is: 49. (7) Reactant: Br[C:2]1[CH:7]=[CH:6][C:5]([C:8]2[NH:12][C:11]([CH3:13])=[C:10]([C:14]([NH2:16])=[O:15])[CH:9]=2)=[CH:4][CH:3]=1.[CH3:17][N:18]1[CH2:23][CH2:22][N:21]([CH2:24][C:25]2[CH:30]=[CH:29][C:28](B3OC(C)(C)C(C)(C)O3)=[CH:27][CH:26]=2)[CH2:20][CH2:19]1.C(=O)([O-])[O-].[Cs+].[Cs+]. Product: [CH3:13][C:11]1[NH:12][C:8]([C:5]2[CH:6]=[CH:7][C:2]([C:28]3[CH:27]=[CH:26][C:25]([CH2:24][N:21]4[CH2:22][CH2:23][N:18]([CH3:17])[CH2:19][CH2:20]4)=[CH:30][CH:29]=3)=[CH:3][CH:4]=2)=[CH:9][C:10]=1[C:14]([NH2:16])=[O:15]. The catalyst class is: 29. (8) Reactant: C[Si](Cl)(C)C.[Cl:6][C:7]1[CH:8]=[C:9]([NH:13][C:14](/[CH:16]=[CH:17]/[C:18]2[CH:19]=[CH:20][C:21]([O:43][CH3:44])=[C:22]([O:24][P:25](=[O:42])([O:34]CC3C=CC=CC=3)[O:26]CC3C=CC=CC=3)[CH:23]=2)=[O:15])[CH:10]=[CH:11][CH:12]=1.[Na+:45].[I-].C[O-].[Na+]. Product: [P:25]([O-:42])([O-:34])([O:24][C:22]1[CH:23]=[C:18](/[CH:17]=[CH:16]/[C:14]([NH:13][C:9]2[CH:10]=[CH:11][CH:12]=[C:7]([Cl:6])[CH:8]=2)=[O:15])[CH:19]=[CH:20][C:21]=1[O:43][CH3:44])=[O:26].[Na+:45].[Na+:45]. The catalyst class is: 144. (9) Reactant: [NH2:1][C:2]1[CH:9]=[C:8]([CH3:10])[CH:7]=[CH:6][C:3]=1[C:4]#[N:5].[F:11][C:12]1[CH:17]=[CH:16][C:15]([S:18](Cl)(=[O:20])=[O:19])=[CH:14][CH:13]=1. Product: [F:11][C:12]1[CH:17]=[CH:16][C:15]([S:18]([NH:1][C:2]2[CH:9]=[C:8]([CH3:10])[CH:7]=[CH:6][C:3]=2[C:4]#[N:5])(=[O:20])=[O:19])=[CH:14][CH:13]=1. The catalyst class is: 17.